Dataset: Reaction yield outcomes from USPTO patents with 853,638 reactions. Task: Predict the reaction yield, written as a fraction of the theoretical maximum amount of product (1.0 means a 100% yield; for example, 0.34 means a 34% yield). (1) The reactants are O1CCCC1.[F:6][C:7]1[N:12]=[C:11]([O:13][CH2:14][C:15]2[CH:20]=[CH:19][C:18]([CH2:21][C:22](Cl)=[N:23][OH:24])=[CH:17][CH:16]=2)[CH:10]=[CH:9][CH:8]=1.[C:26]([C:28]1[C:29]([NH2:34])=[N:30][CH:31]=[CH:32][CH:33]=1)#[CH:27].C(N(CC)CC)C. The catalyst is O. The product is [F:6][C:7]1[N:12]=[C:11]([O:13][CH2:14][C:15]2[CH:20]=[CH:19][C:18]([CH2:21][C:22]3[CH:27]=[C:26]([C:28]4[C:29]([NH2:34])=[N:30][CH:31]=[CH:32][CH:33]=4)[O:24][N:23]=3)=[CH:17][CH:16]=2)[CH:10]=[CH:9][CH:8]=1. The yield is 0.230. (2) The reactants are CC1(C)[O:6][C@@H:5]([CH2:7][O:8][NH:9][C:10]([C:12]2[O:20][C:19]3[C:18]([Cl:21])=[CH:17][N:16]=[CH:15][C:14]=3[C:13]=2[NH:22][C:23]2[CH:28]=[CH:27][C:26]([I:29])=[CH:25][C:24]=2[F:30])=[O:11])[CH2:4][O:3]1.Cl. The catalyst is CO. The product is [OH:6][C@H:5]([CH2:4][OH:3])[CH2:7][O:8][NH:9][C:10]([C:12]1[O:20][C:19]2[C:18]([Cl:21])=[CH:17][N:16]=[CH:15][C:14]=2[C:13]=1[NH:22][C:23]1[CH:28]=[CH:27][C:26]([I:29])=[CH:25][C:24]=1[F:30])=[O:11]. The yield is 0.660.